From a dataset of NCI-60 drug combinations with 297,098 pairs across 59 cell lines. Regression. Given two drug SMILES strings and cell line genomic features, predict the synergy score measuring deviation from expected non-interaction effect. (1) Drug 1: CC(CN1CC(=O)NC(=O)C1)N2CC(=O)NC(=O)C2. Drug 2: CC(C1=C(C=CC(=C1Cl)F)Cl)OC2=C(N=CC(=C2)C3=CN(N=C3)C4CCNCC4)N. Cell line: M14. Synergy scores: CSS=5.17, Synergy_ZIP=-1.31, Synergy_Bliss=2.32, Synergy_Loewe=-1.36, Synergy_HSA=-1.08. (2) Drug 1: C1=C(C(=O)NC(=O)N1)N(CCCl)CCCl. Drug 2: CC1=C(C=C(C=C1)C(=O)NC2=CC(=CC(=C2)C(F)(F)F)N3C=C(N=C3)C)NC4=NC=CC(=N4)C5=CN=CC=C5. Cell line: CCRF-CEM. Synergy scores: CSS=60.0, Synergy_ZIP=8.68, Synergy_Bliss=9.87, Synergy_Loewe=5.36, Synergy_HSA=6.96. (3) Drug 1: C1CC(=O)NC(=O)C1N2CC3=C(C2=O)C=CC=C3N. Drug 2: CC(C)CN1C=NC2=C1C3=CC=CC=C3N=C2N. Cell line: CCRF-CEM. Synergy scores: CSS=8.77, Synergy_ZIP=-2.53, Synergy_Bliss=0.664, Synergy_Loewe=0.587, Synergy_HSA=0.845. (4) Drug 1: CC1=C(C=C(C=C1)NC2=NC=CC(=N2)N(C)C3=CC4=NN(C(=C4C=C3)C)C)S(=O)(=O)N.Cl. Drug 2: CCCCC(=O)OCC(=O)C1(CC(C2=C(C1)C(=C3C(=C2O)C(=O)C4=C(C3=O)C=CC=C4OC)O)OC5CC(C(C(O5)C)O)NC(=O)C(F)(F)F)O. Cell line: MDA-MB-231. Synergy scores: CSS=5.13, Synergy_ZIP=-2.22, Synergy_Bliss=-2.24, Synergy_Loewe=-1.27, Synergy_HSA=-1.27.